This data is from Reaction yield outcomes from USPTO patents with 853,638 reactions. The task is: Predict the reaction yield, written as a fraction of the theoretical maximum amount of product (1.0 means a 100% yield; for example, 0.34 means a 34% yield). The reactants are [N+:1]([C:4]1[CH:5]=[C:6]([CH:8]=[CH:9][CH:10]=1)[NH2:7])([O-:3])=[O:2].[C:11]([N:15]=[N:16]/[C:17](/[CH3:24])=[CH:18]\[C:19]([O:21][CH2:22][CH3:23])=[O:20])([O:13][CH3:14])=[O:12].CCCCCC. The catalyst is C1COCC1. The product is [CH2:22]([O:21][C:19](=[O:20])[CH:18]([NH:7][C:6]1[CH:8]=[CH:9][CH:10]=[C:4]([N+:1]([O-:3])=[O:2])[CH:5]=1)[C:17](=[N:16][NH:15][C:11]([O:13][CH3:14])=[O:12])[CH3:24])[CH3:23]. The yield is 0.710.